The task is: Regression. Given a peptide amino acid sequence and an MHC pseudo amino acid sequence, predict their binding affinity value. This is MHC class I binding data.. This data is from Peptide-MHC class I binding affinity with 185,985 pairs from IEDB/IMGT. (1) The peptide sequence is KEALAPVPIPF. The MHC is Mamu-B01 with pseudo-sequence Mamu-B01. The binding affinity (normalized) is 0. (2) The peptide sequence is FATTPVCEY. The MHC is HLA-A02:01 with pseudo-sequence HLA-A02:01. The binding affinity (normalized) is 0.0847.